This data is from Forward reaction prediction with 1.9M reactions from USPTO patents (1976-2016). The task is: Predict the product of the given reaction. (1) Given the reactants [CH2:1]([N:3]([CH2:20][CH3:21])[C:4]1([C:10]([C:12]2[CH:17]=[CH:16][C:15]([S:18][CH3:19])=[CH:14][CH:13]=2)=[O:11])[CH2:9][CH2:8][CH2:7][CH2:6][CH2:5]1)[CH3:2].ClC1C=C(C=CC=1)C(OO)=[O:27], predict the reaction product. The product is: [CH2:20]([N:3]([CH2:1][CH3:2])[C:4]1([C:10]([C:12]2[CH:13]=[CH:14][C:15]([S:18]([CH3:19])=[O:27])=[CH:16][CH:17]=2)=[O:11])[CH2:5][CH2:6][CH2:7][CH2:8][CH2:9]1)[CH3:21]. (2) Given the reactants [OH:1][CH:2]([CH2:6][O:7][C:8]([C:21]1[CH:26]=[CH:25][CH:24]=[CH:23][CH:22]=1)([C:15]1[CH:20]=[CH:19][CH:18]=[CH:17][CH:16]=1)[C:9]1[CH:14]=[CH:13][CH:12]=[CH:11][CH:10]=1)[CH2:3][C:4]#[N:5].[C:27](OC(=O)C)(=[O:29])[CH3:28].N1C=CC=CC=1.Cl, predict the reaction product. The product is: [C:27]([O:1][CH:2]([CH2:6][O:7][C:8]([C:21]1[CH:26]=[CH:25][CH:24]=[CH:23][CH:22]=1)([C:9]1[CH:14]=[CH:13][CH:12]=[CH:11][CH:10]=1)[C:15]1[CH:16]=[CH:17][CH:18]=[CH:19][CH:20]=1)[CH2:3][C:4]#[N:5])(=[O:29])[CH3:28]. (3) Given the reactants [Li]CCCC.Br[C:7]1[CH:25]=[CH:24][C:10]([O:11][CH2:12][CH2:13][O:14][C:15]2[C:20]([Cl:21])=[CH:19][C:18]([CH3:22])=[CH:17][C:16]=2[Cl:23])=[CH:9][CH:8]=1.CN([CH:29]=[O:30])C.[NH4+].[Cl-], predict the reaction product. The product is: [Cl:23][C:16]1[CH:17]=[C:18]([CH3:22])[CH:19]=[C:20]([Cl:21])[C:15]=1[O:14][CH2:13][CH2:12][O:11][C:10]1[CH:24]=[CH:25][C:7]([CH:29]=[O:30])=[CH:8][CH:9]=1. (4) Given the reactants [C:1]([C:5]1[CH:6]=[C:7]2[C:12](=[C:13]([CH2:15][OH:16])[CH:14]=1)[C:11](=[O:17])[N:10]([C:18]1[CH:23]=[CH:22][CH:21]=[C:20](Cl)[C:19]=1[CH2:25][OH:26])[N:9]=[CH:8]2)([CH3:4])([CH3:3])[CH3:2].[CH3:27][N:28]1[CH:32]=[C:31](B2OC(C)(C)C(C)(C)O2)[CH:30]=[C:29]1[C:42]([NH2:44])=[O:43].B1(B2OC(C)(C)C(C)(C)O2)OC(C)(C)C(C)(C)O1.B([O-])([O-])[O-].CC(C1C=C(C(C)C)C(C2C=CC=CC=2P(C2CCCCC2)C2CCCCC2)=C(C(C)C)C=1)C.P([O-])([O-])([O-])=O.[K+].[K+].[K+], predict the reaction product. The product is: [C:1]([C:5]1[CH:6]=[C:7]2[C:12](=[C:13]([CH2:15][OH:16])[CH:14]=1)[C:11](=[O:17])[N:10]([C:18]1[C:19]([CH2:25][OH:26])=[C:20]([C:31]3[CH:30]=[C:29]([C:42]([NH2:44])=[O:43])[N:28]([CH3:27])[CH:32]=3)[CH:21]=[CH:22][CH:23]=1)[N:9]=[CH:8]2)([CH3:4])([CH3:3])[CH3:2]. (5) The product is: [CH3:21][N:17]([CH3:16])[C:2]1[CH:14]=[CH:13][C:12]2[C:11]3[C:6](=[CH:7][CH:8]=[CH:9][CH:10]=3)[CH2:5][C:4]=2[CH:3]=1. Given the reactants N[C:2]1[CH:14]=[CH:13][C:12]2[C:11]3[C:6](=[CH:7][CH:8]=[CH:9][CH:10]=3)[CH2:5][C:4]=2[CH:3]=1.[BH3-][C:16]#[N:17].[Na+].[OH-].[Na+].[CH3:21]C(O)=O, predict the reaction product.